This data is from Peptide-MHC class I binding affinity with 185,985 pairs from IEDB/IMGT. The task is: Regression. Given a peptide amino acid sequence and an MHC pseudo amino acid sequence, predict their binding affinity value. This is MHC class I binding data. The peptide sequence is VAGGTSSVY. The MHC is HLA-B15:09 with pseudo-sequence HLA-B15:09. The binding affinity (normalized) is 0.0847.